From a dataset of Full USPTO retrosynthesis dataset with 1.9M reactions from patents (1976-2016). Predict the reactants needed to synthesize the given product. (1) The reactants are: [H-].[Na+].[CH2:3]([C:5]1[C:13]2[C:8](=[N:9][CH:10]=[C:11]([F:14])[CH:12]=2)[NH:7][CH:6]=1)[CH3:4].C[N:16](C=O)C. Given the product [CH2:3]([C:5]1[C:13]2[C:8](=[N:9][CH:10]=[C:11]([F:14])[CH:12]=2)[N:7]([NH2:16])[CH:6]=1)[CH3:4], predict the reactants needed to synthesize it. (2) The reactants are: [CH:1]1[C:6]([CH2:7][C:8]2[CH:9]=[CH:10][C:11](O)=[CH:12][CH:13]=2)=[CH:5][CH:4]=[C:3](O)[CH:2]=1.CC1C([N:26]2[C:30](=[O:31])[CH:29]=[CH:28][C:27]2=[O:32])=C(C=CC=1)C(Cl)=O. Given the product [CH:1]1[C:6]([CH2:7][C:8]2[CH:9]=[CH:10][C:11]([N:26]3[C:30](=[O:31])[CH:29]=[CH:28][C:27]3=[O:32])=[CH:12][CH:13]=2)=[CH:5][CH:4]=[C:3]([N:26]2[C:27](=[O:32])[CH:28]=[CH:29][C:30]2=[O:31])[CH:2]=1, predict the reactants needed to synthesize it. (3) Given the product [NH2:13][C:14]1[C:19]([CH2:20][OH:21])=[C:18]([C:25]2[CH:26]=[CH:27][C:28]([CH3:31])=[CH:29][CH:30]=2)[C:17]([C:32]([O:34][CH3:35])=[O:33])=[C:16]([CH3:36])[N:15]=1, predict the reactants needed to synthesize it. The reactants are: COCCO[AlH2-]OCCOC.[Na+].[NH2:13][C:14]1[C:19]([C:20](OCC)=[O:21])=[C:18]([C:25]2[CH:30]=[CH:29][C:28]([CH3:31])=[CH:27][CH:26]=2)[C:17]([C:32]([O:34][CH3:35])=[O:33])=[C:16]([CH3:36])[N:15]=1. (4) Given the product [N:14]1([C:19]2[N:24]=[C:23]([NH:25][C:11]([C:8]3[C:6]4[N:7]=[C:2]([Cl:1])[N:3]=[CH:4][C:5]=4[S:10][CH:9]=3)=[O:12])[CH:22]=[CH:21][CH:20]=2)[CH:18]=[CH:17][NH:16][NH:15]1, predict the reactants needed to synthesize it. The reactants are: [Cl:1][C:2]1[N:3]=[CH:4][C:5]2[S:10][CH:9]=[C:8]([C:11](Cl)=[O:12])[C:6]=2[N:7]=1.[N:14]1([C:19]2[N:24]=[C:23]([NH2:25])[CH:22]=[CH:21][CH:20]=2)[CH:18]=[CH:17][NH:16][NH:15]1.N1C=CC=CC=1. (5) Given the product [NH2:19][C:15]1[C:14]2[N:20]=[C:21]3[CH2:26][O:25][CH2:24][C@H:23]([CH:27]([CH3:28])[CH3:29])[N:22]3[C:13]=2[C:12]2[C:17](=[CH:18][C:9]([OH:8])=[CH:10][CH:11]=2)[N:16]=1, predict the reactants needed to synthesize it. The reactants are: C([O:8][C:9]1[CH:18]=[C:17]2[C:12]([C:13]3[N:22]4[C@@H:23]([CH:27]([CH3:29])[CH3:28])[CH2:24][O:25][CH2:26][C:21]4=[N:20][C:14]=3[C:15]([NH2:19])=[N:16]2)=[CH:11][CH:10]=1)C1C=CC=CC=1.C(Cl)(Cl)Cl. (6) Given the product [CH2:19]([N:22]([C:3]([O:5][C:6]([CH3:9])([CH3:8])[CH3:7])=[O:4])[CH2:23][C@H:24]([NH:26][S:27]([C:30]1[CH:35]=[CH:34][CH:33]=[CH:32][C:31]=1[N+:36]([O-:38])=[O:37])(=[O:29])=[O:28])[CH3:25])[CH:20]=[CH2:21], predict the reactants needed to synthesize it. The reactants are: [OH-].[Na+].[C:3](OC([O-])=O)([O:5][C:6]([CH3:9])([CH3:8])[CH3:7])=[O:4].O1CCCC1.[CH2:19]([NH:22][CH2:23][C@H:24]([NH:26][S:27]([C:30]1[CH:35]=[CH:34][CH:33]=[CH:32][C:31]=1[N+:36]([O-:38])=[O:37])(=[O:29])=[O:28])[CH3:25])[CH:20]=[CH2:21]. (7) Given the product [NH2:7][C:8]1[C:13]([CH2:14][OH:15])=[N:12][CH:11]=[CH:10][N:9]=1, predict the reactants needed to synthesize it. The reactants are: [H-].[Li+].[Al+3].[H-].[H-].[H-].[NH2:7][C:8]1[C:13]([C:14](O)=[O:15])=[N:12][CH:11]=[CH:10][N:9]=1.